From a dataset of Full USPTO retrosynthesis dataset with 1.9M reactions from patents (1976-2016). Predict the reactants needed to synthesize the given product. (1) Given the product [CH3:19][N:18]([CH3:20])[C:14]1[CH:13]=[C:12]([NH:11][C:4]2[N:3]=[C:2]([NH:32][CH:29]3[CH2:30][CH2:31][N:26]([S:23]([CH3:22])(=[O:25])=[O:24])[CH2:27][CH2:28]3)[N:7]=[C:6]([CH2:8][CH2:9][CH3:10])[N:5]=2)[CH:17]=[CH:16][CH:15]=1, predict the reactants needed to synthesize it. The reactants are: Cl[C:2]1[N:7]=[C:6]([CH2:8][CH2:9][CH3:10])[N:5]=[C:4]([NH:11][C:12]2[CH:17]=[CH:16][CH:15]=[C:14]([N:18]([CH3:20])[CH3:19])[CH:13]=2)[N:3]=1.Cl.[CH3:22][S:23]([N:26]1[CH2:31][CH2:30][CH:29]([NH2:32])[CH2:28][CH2:27]1)(=[O:25])=[O:24].CCN(C(C)C)C(C)C.C(Cl)Cl.C(OCC)(=O)C. (2) Given the product [O:45]1[CH2:50][CH2:49][O:48][C:47]2[CH:51]=[C:52]([C:55]3[CH:62]=[CH:61][CH:60]=[C:59]([CH2:63][O:24][C:22]4[CH:23]=[C:16]([OH:15])[C:17]([CH:18]=[O:19])=[CH:20][C:21]=4[CH3:25])[C:56]=3[C:57]#[N:58])[CH:53]=[CH:54][C:46]1=2, predict the reactants needed to synthesize it. The reactants are: N(C(OC(C)C)=O)=NC(OC(C)C)=O.[OH:15][C:16]1[CH:23]=[C:22]([OH:24])[C:21]([CH3:25])=[CH:20][C:17]=1[CH:18]=[O:19].C1(P(C2C=CC=CC=2)C2C=CC=CC=2)C=CC=CC=1.[O:45]1[CH2:50][CH2:49][O:48][C:47]2[CH:51]=[C:52]([C:55]3[CH:62]=[CH:61][CH:60]=[C:59]([CH2:63]O)[C:56]=3[C:57]#[N:58])[CH:53]=[CH:54][C:46]1=2. (3) Given the product [CH3:21][O:20][CH:3]([O:2][CH3:1])[C:4]1[CH:5]=[CH:6][C:7]([F:19])=[C:8]([C:10]([C:12]2[CH:17]=[CH:16][CH:15]=[C:14]([F:18])[CH:13]=2)=[O:11])[CH:9]=1, predict the reactants needed to synthesize it. The reactants are: [CH3:1][O:2][CH:3]([O:20][CH3:21])[C:4]1[CH:5]=[CH:6][C:7]([F:19])=[C:8]([CH:10]([C:12]2[CH:17]=[CH:16][CH:15]=[C:14]([F:18])[CH:13]=2)[OH:11])[CH:9]=1.C(N(CC)CC)C.O. (4) Given the product [CH3:9][C:5]1[N:4]=[C:3]2[N:10]([C:11]3[CH:16]=[CH:15][C:14]([CH2:17][CH2:18][NH:19][C:20]([NH:22][S:23]([C:26]4[CH:27]=[CH:28][C:29]([CH3:32])=[CH:30][CH:31]=4)(=[O:25])=[O:24])=[O:21])=[CH:13][CH:12]=3)[C:43]([CH2:42][CH2:41][C:33](=[O:40])[C:34]3[CH:39]=[CH:38][CH:37]=[CH:36][CH:35]=3)=[N:1][C:2]2=[C:7]([CH3:8])[CH:6]=1, predict the reactants needed to synthesize it. The reactants are: [NH2:1][C:2]1[C:3]([NH:10][C:11]2[CH:16]=[CH:15][C:14]([CH2:17][CH2:18][NH:19][C:20]([NH:22][S:23]([C:26]3[CH:31]=[CH:30][C:29]([CH3:32])=[CH:28][CH:27]=3)(=[O:25])=[O:24])=[O:21])=[CH:13][CH:12]=2)=[N:4][C:5]([CH3:9])=[CH:6][C:7]=1[CH3:8].[C:33]([CH2:41][CH2:42][C:43](O)=O)(=[O:40])[C:34]1[CH:39]=[CH:38][CH:37]=[CH:36][CH:35]=1. (5) Given the product [Cl:20][CH2:21][CH2:22][CH2:23][CH2:24][CH:25]([C:26]1[NH:58][N:57]=[C:16]([NH:15][C:5]2[CH:4]=[C:3]([F:2])[C:8]([N:9]3[CH:13]=[N:12][C:11]([CH3:14])=[N:10]3)=[CH:7][CH:6]=2)[N:17]=1)[C:29]1[CH:34]=[CH:33][C:32]([O:35][CH2:36][C:37]([F:38])([F:39])[F:40])=[CH:31][CH:30]=1, predict the reactants needed to synthesize it. The reactants are: I.[F:2][C:3]1[CH:4]=[C:5]([NH:15][C:16](SC)=[NH:17])[CH:6]=[CH:7][C:8]=1[N:9]1[CH:13]=[N:12][C:11]([CH3:14])=[N:10]1.[Cl:20][CH2:21][CH2:22][CH2:23][CH2:24][CH:25]([C:29]1[CH:34]=[CH:33][C:32]([O:35][CH2:36][C:37]([F:40])([F:39])[F:38])=[CH:31][CH:30]=1)[C:26](O)=O.CN1CCOCC1.C(N(CC)C(C)C)(C)C.[NH2:57][NH2:58]. (6) Given the product [CH2:1]([C@H:8]([NH:45][C:46](=[O:52])[O:47][C:48]([CH3:50])([CH3:49])[CH3:51])[C@@H:9]([OH:37])[CH2:10][C@@H:11]([NH:26][C:27]([O:29][CH2:30][C:31]1[CH:36]=[CH:35][CH:34]=[CH:33][CH:32]=1)=[O:28])[CH2:12][C:13]1[CH:18]=[CH:17][C:16]([C:19]2[CH:24]=[CH:23][C:22]([CH3:25])=[CH:21][N:20]=2)=[CH:15][CH:14]=1)[C:2]1[CH:3]=[CH:4][CH:5]=[CH:6][CH:7]=1, predict the reactants needed to synthesize it. The reactants are: [CH2:1]([C@H:8]([NH:45][C:46](=[O:52])[O:47][C:48]([CH3:51])([CH3:50])[CH3:49])[C@@H:9]([O:37][Si](C(C)(C)C)(C)C)[CH2:10][C@@H:11]([NH:26][C:27]([O:29][CH2:30][C:31]1[CH:36]=[CH:35][CH:34]=[CH:33][CH:32]=1)=[O:28])[CH2:12][C:13]1[CH:18]=[CH:17][C:16]([C:19]2[CH:24]=[CH:23][C:22]([CH3:25])=[CH:21][N:20]=2)=[CH:15][CH:14]=1)[C:2]1[CH:7]=[CH:6][CH:5]=[CH:4][CH:3]=1.CCCC[N+](CCCC)(CCCC)CCCC.[F-].